Dataset: Catalyst prediction with 721,799 reactions and 888 catalyst types from USPTO. Task: Predict which catalyst facilitates the given reaction. (1) Reactant: [Cl:1][C:2]1[CH:7]=[CH:6][C:5]([S:8]([NH:11][C:12]2[CH:13]=[CH:14][CH:15]=[C:16]3[C:21]=2[N:20]=[C:19]([Cl:22])[CH:18]=[CH:17]3)(=[O:10])=[O:9])=[C:4]([N+:23]([O-])=O)[CH:3]=1.Cl[Sn]Cl. Product: [NH2:23][C:4]1[CH:3]=[C:2]([Cl:1])[CH:7]=[CH:6][C:5]=1[S:8]([NH:11][C:12]1[CH:13]=[CH:14][CH:15]=[C:16]2[C:21]=1[N:20]=[C:19]([Cl:22])[CH:18]=[CH:17]2)(=[O:9])=[O:10]. The catalyst class is: 14. (2) Reactant: [C:1]1([C:28]2[CH:33]=[CH:32][CH:31]=[CH:30][CH:29]=2)[CH:6]=[CH:5][C:4]([CH2:7][C@@H:8]([C:17]([NH:19][CH2:20][C:21]([O:23]C(C)(C)C)=[O:22])=[O:18])[CH2:9][C:10]([O:12]C(C)(C)C)=[O:11])=[CH:3][CH:2]=1.C(O)(C(F)(F)F)=O. Product: [C:1]1([C:28]2[CH:29]=[CH:30][CH:31]=[CH:32][CH:33]=2)[CH:2]=[CH:3][C:4]([CH2:7][C@@H:8]([C:17]([NH:19][CH2:20][C:21]([OH:23])=[O:22])=[O:18])[CH2:9][C:10]([OH:12])=[O:11])=[CH:5][CH:6]=1. The catalyst class is: 2. (3) Reactant: [C:1]([O:5][C:6]([N:8]1[CH2:13][CH2:12][CH2:11][CH2:10][CH:9]1[CH2:14][C:15]([OH:17])=O)=[O:7])([CH3:4])([CH3:3])[CH3:2].F[P-](F)(F)(F)(F)F.N1(OC(N(C)C)=[N+](C)C)C2N=CC=CC=2N=N1.C(N(C(C)C)CC)(C)C.[O:51]1[CH:55]=[CH:54][CH:53]=[C:52]1[C:56]([NH:58][NH2:59])=[O:57]. Product: [C:1]([O:5][C:6]([N:8]1[CH2:13][CH2:12][CH2:11][CH2:10][CH:9]1[CH2:14][C:15]([NH:59][NH:58][C:56]([C:52]1[O:51][CH:55]=[CH:54][CH:53]=1)=[O:57])=[O:17])=[O:7])([CH3:2])([CH3:3])[CH3:4]. The catalyst class is: 35. (4) Reactant: [C:1]([NH2:5])(=[O:4])[CH:2]=[CH2:3].[CH2:6]([C:16](=C)[C:17]([NH2:19])=[O:18])CCCCCCCCC.[CH:21]([C:23]1[CH:28]=[CH:27][CH:26]=[CH:25][C:24]=1[CH:29]=[CH2:30])=[CH2:22].O. Product: [C:1]([NH2:5])(=[O:4])[CH:2]=[CH2:3].[CH2:30]([NH:19][C:17](=[O:18])[CH:16]=[CH2:6])[CH2:29][CH2:24][CH2:25][CH2:26][CH2:27][CH2:28][CH2:23][CH2:21][CH3:22]. The catalyst class is: 8. (5) Reactant: [Br:1][C:2]1[CH:8]=[CH:7][C:5]([NH2:6])=[CH:4][C:3]=1[O:9][CH3:10].[C:11](N1C=CC=CC1=O)(N1C=CC=CC1=O)=[S:12]. Product: [Br:1][C:2]1[CH:8]=[CH:7][C:5]([N:6]=[C:11]=[S:12])=[CH:4][C:3]=1[O:9][CH3:10]. The catalyst class is: 4. (6) Reactant: [CH:1]1([CH2:4][N:5]2[C:9]3[CH:10]=[CH:11][C:12]([CH2:14]O)=[CH:13][C:8]=3[N:7]=[C:6]2[CH2:16][C:17]([CH3:20])([CH3:19])[CH3:18])[CH2:3][CH2:2]1.CS([Cl:25])(=O)=O.C(N(CC)CC)C.O. Product: [Cl:25][CH2:14][C:12]1[CH:11]=[CH:10][C:9]2[N:5]([CH2:4][CH:1]3[CH2:3][CH2:2]3)[C:6]([CH2:16][C:17]([CH3:20])([CH3:19])[CH3:18])=[N:7][C:8]=2[CH:13]=1. The catalyst class is: 4.